From a dataset of Reaction yield outcomes from USPTO patents with 853,638 reactions. Predict the reaction yield, written as a fraction of the theoretical maximum amount of product (1.0 means a 100% yield; for example, 0.34 means a 34% yield). (1) The reactants are C(Cl)(=O)C(Cl)=O.CS(C)=O.[CH2:11]([O:18][C:19]([N:21]1[CH2:26][CH2:25][C@@H:24]([O:27][C:28]2[CH:33]=[CH:32][CH:31]=[C:30]([CH3:34])[C:29]=2[CH3:35])[C@H:23]([OH:36])[CH2:22]1)=[O:20])[C:12]1[CH:17]=[CH:16][CH:15]=[CH:14][CH:13]=1.C(N(CC)CC)C. The catalyst is ClCCl.O. The product is [CH3:35][C:29]1[C:30]([CH3:34])=[CH:31][CH:32]=[CH:33][C:28]=1[O:27][CH:24]1[CH2:25][CH2:26][N:21]([C:19]([O:18][CH2:11][C:12]2[CH:17]=[CH:16][CH:15]=[CH:14][CH:13]=2)=[O:20])[CH2:22][C:23]1=[O:36]. The yield is 0.990. (2) The reactants are [CH3:1][C:2]1[O:6][N:5]=[C:4]([C:7]2[CH:12]=[CH:11][CH:10]=[CH:9][CH:8]=2)[C:3]=1[C:13]([NH:15][NH2:16])=[O:14].[F:17][C:18]1[CH:19]=[C:20]([CH:24]=[CH:25][CH:26]=1)[C:21](O)=O. No catalyst specified. The product is [F:17][C:18]1[CH:19]=[C:20]([C:21]2[O:14][C:13]([C:3]3[C:4]([C:7]4[CH:12]=[CH:11][CH:10]=[CH:9][CH:8]=4)=[N:5][O:6][C:2]=3[CH3:1])=[N:15][N:16]=2)[CH:24]=[CH:25][CH:26]=1. The yield is 0.590.